Dataset: Reaction yield outcomes from USPTO patents with 853,638 reactions. Task: Predict the reaction yield, written as a fraction of the theoretical maximum amount of product (1.0 means a 100% yield; for example, 0.34 means a 34% yield). The reactants are [BH4-].[Na+].[F:3][C:4]1[CH:9]=[CH:8][C:7]([C:10](=[O:29])[CH:11]([CH2:17][C:18]2[CH:23]=[CH:22][C:21]([C:24]([F:27])([F:26])[F:25])=[C:20]([F:28])[CH:19]=2)[C:12]([O:14][CH2:15][CH3:16])=[O:13])=[CH:6][CH:5]=1.Cl. The catalyst is C(OCC)C.[Cl-].[Zn+2].[Cl-]. The product is [F:3][C:4]1[CH:5]=[CH:6][C:7]([CH:10]([OH:29])[CH:11]([CH2:17][C:18]2[CH:23]=[CH:22][C:21]([C:24]([F:26])([F:27])[F:25])=[C:20]([F:28])[CH:19]=2)[C:12]([O:14][CH2:15][CH3:16])=[O:13])=[CH:8][CH:9]=1. The yield is 0.990.